From a dataset of NCI-60 drug combinations with 297,098 pairs across 59 cell lines. Regression. Given two drug SMILES strings and cell line genomic features, predict the synergy score measuring deviation from expected non-interaction effect. (1) Cell line: UACC62. Drug 2: C(CN)CNCCSP(=O)(O)O. Drug 1: C1C(C(OC1N2C=NC3=C(N=C(N=C32)Cl)N)CO)O. Synergy scores: CSS=54.3, Synergy_ZIP=-4.38, Synergy_Bliss=-9.09, Synergy_Loewe=-68.7, Synergy_HSA=-10.5. (2) Cell line: SK-MEL-2. Drug 1: CC1=C(C(=CC=C1)Cl)NC(=O)C2=CN=C(S2)NC3=CC(=NC(=N3)C)N4CCN(CC4)CCO. Synergy scores: CSS=46.7, Synergy_ZIP=-3.74, Synergy_Bliss=-3.21, Synergy_Loewe=-5.39, Synergy_HSA=-1.47. Drug 2: CC1=C(N=C(N=C1N)C(CC(=O)N)NCC(C(=O)N)N)C(=O)NC(C(C2=CN=CN2)OC3C(C(C(C(O3)CO)O)O)OC4C(C(C(C(O4)CO)O)OC(=O)N)O)C(=O)NC(C)C(C(C)C(=O)NC(C(C)O)C(=O)NCCC5=NC(=CS5)C6=NC(=CS6)C(=O)NCCC[S+](C)C)O.